This data is from Reaction yield outcomes from USPTO patents with 853,638 reactions. The task is: Predict the reaction yield, written as a fraction of the theoretical maximum amount of product (1.0 means a 100% yield; for example, 0.34 means a 34% yield). The reactants are Cl[C:2]1[NH:3][C:4]2[N:5]([N:12]=[CH:13][C:14]=2[C:15]#[N:16])[C:6](=[O:11])[C:7]=1[CH:8]([CH3:10])[CH3:9].[CH3:17][C:18]1([N:21]2[CH:25]=[C:24](B3OC(C)(C)C(C)(C)O3)[CH:23]=[N:22]2)[CH2:20][CH2:19]1.C([O-])([O-])=O.[Na+].[Na+]. The catalyst is COCCOC.O.C1C=CC(P(C2C=CC=CC=2)[C-]2C=CC=C2)=CC=1.C1C=CC(P(C2C=CC=CC=2)[C-]2C=CC=C2)=CC=1.Cl[Pd]Cl.[Fe+2]. The product is [CH:8]([C:7]1[C:6](=[O:11])[N:5]2[N:12]=[CH:13][C:14]([C:15]#[N:16])=[C:4]2[NH:3][C:2]=1[C:24]1[CH:23]=[N:22][N:21]([C:18]2([CH3:17])[CH2:20][CH2:19]2)[CH:25]=1)([CH3:10])[CH3:9]. The yield is 0.300.